This data is from Full USPTO retrosynthesis dataset with 1.9M reactions from patents (1976-2016). The task is: Predict the reactants needed to synthesize the given product. (1) Given the product [N:1]([C@@H:4]([C@@H:19]([C:23]1[CH:28]=[CH:27][C:26]([Cl:29])=[CH:25][CH:24]=1)[CH:20]([CH3:22])[CH3:21])[C:5]([OH:6])=[O:30])=[N+:2]=[N-:3], predict the reactants needed to synthesize it. The reactants are: [N:1]([C@@H:4]([C@@H:19]([C:23]1[CH:28]=[CH:27][C:26]([Cl:29])=[CH:25][CH:24]=1)[CH:20]([CH3:22])[CH3:21])[C:5](N1[C@@H](C2C=CC=CC=2)COC1=O)=[O:6])=[N+:2]=[N-:3].[OH:30]O.[Li+].[OH-]. (2) Given the product [Cl:25][C:10]1[N:9]([C:3]2[C:4]([F:8])=[CH:5][CH:6]=[CH:7][C:2]=2[Cl:1])[C:18](=[O:19])[C:17]2[C:12]([N:11]=1)=[N:13][C:14]([S:20][CH3:21])=[N:15][CH:16]=2, predict the reactants needed to synthesize it. The reactants are: [Cl:1][C:2]1[CH:7]=[CH:6][CH:5]=[C:4]([F:8])[C:3]=1[N:9]1[C:18](=[O:19])[C:17]2[C:12](=[N:13][C:14]([S:20][CH3:21])=[N:15][CH:16]=2)[NH:11][C:10]1=O.O=P(Cl)(Cl)[Cl:25].C(N(C(C)C)CC)(C)C. (3) Given the product [CH3:21][S:18]([C:14]1[CH:13]=[C:12]([C:9]2[S:8][C:7]([C:5]3[CH:4]=[C:3]([C:2]([F:24])([F:23])[F:1])[NH:26][N:25]=3)=[CH:11][CH:10]=2)[CH:17]=[CH:16][CH:15]=1)(=[O:20])=[O:19].[NH:25]1[CH:4]=[CH:3][CH:2]=[N:26]1, predict the reactants needed to synthesize it. The reactants are: [F:1][C:2]([F:24])([F:23])[C:3](=O)[CH2:4][C:5]([C:7]1[S:8][C:9]([C:12]2[CH:17]=[CH:16][CH:15]=[C:14]([S:18]([CH3:21])(=[O:20])=[O:19])[CH:13]=2)=[CH:10][CH:11]=1)=O.[NH2:25][NH2:26]. (4) Given the product [Cl:1][C:2]1[CH:7]=[CH:6][C:5]([O:8][CH2:13][C:14]2[CH:19]=[CH:18][C:17]([CH3:20])=[CH:16][CH:15]=2)=[CH:4][C:3]=1[N+:9]([O-:11])=[O:10], predict the reactants needed to synthesize it. The reactants are: [Cl:1][C:2]1[CH:7]=[CH:6][C:5]([OH:8])=[CH:4][C:3]=1[N+:9]([O-:11])=[O:10].Br[CH2:13][C:14]1[CH:19]=[CH:18][C:17]([CH3:20])=[CH:16][CH:15]=1. (5) Given the product [C:1]([C:3]1[CH:11]=[CH:10][C:6]([C:7]([NH2:9])=[O:8])=[CH:5][C:4]=1[NH2:12])#[CH:2], predict the reactants needed to synthesize it. The reactants are: [C:1]([C:3]1[CH:11]=[CH:10][C:6]([C:7]([NH2:9])=[O:8])=[CH:5][C:4]=1[N+:12]([O-])=O)#[CH:2].[Cl-].[NH4+].